From a dataset of Peptide-MHC class I binding affinity with 185,985 pairs from IEDB/IMGT. Regression. Given a peptide amino acid sequence and an MHC pseudo amino acid sequence, predict their binding affinity value. This is MHC class I binding data. (1) The peptide sequence is SPRPEMQEF. The MHC is H-2-Kb with pseudo-sequence H-2-Kb. The binding affinity (normalized) is 0.241. (2) The peptide sequence is VGNDMPGGY. The MHC is HLA-A24:02 with pseudo-sequence HLA-A24:02. The binding affinity (normalized) is 0. (3) The binding affinity (normalized) is 0.357. The peptide sequence is LQFAYSNRNR. The MHC is HLA-A68:01 with pseudo-sequence HLA-A68:01.